From a dataset of Reaction yield outcomes from USPTO patents with 853,638 reactions. Predict the reaction yield, written as a fraction of the theoretical maximum amount of product (1.0 means a 100% yield; for example, 0.34 means a 34% yield). (1) The reactants are CN(C)[CH:3]=[N:4][C:5]1[N:6]=[N:7][C:8]([CH2:11][CH2:12][C:13]2[CH:18]=[CH:17][CH:16]=[CH:15][CH:14]=2)=[CH:9][CH:10]=1.Br[CH2:21][C:22]([O:24][CH2:25][CH3:26])=[O:23].C(N(CC)C(C)C)(C)C. The catalyst is CN(C)C=O. The product is [CH2:25]([O:24][C:22]([C:21]1[N:6]2[N:7]=[C:8]([CH2:11][CH2:12][C:13]3[CH:14]=[CH:15][CH:16]=[CH:17][CH:18]=3)[CH:9]=[CH:10][C:5]2=[N:4][CH:3]=1)=[O:23])[CH3:26]. The yield is 0.550. (2) The reactants are [F:1][C:2]([F:15])([F:14])[C:3]1[CH:8]=[CH:7][C:6](/[CH:9]=[CH:10]/[C:11]([NH2:13])=[O:12])=[CH:5][CH:4]=1.Cl[CH2:17][C:18]([CH2:20]Cl)=O.[OH-].[K+].[N:24]1([CH2:29][CH2:30][CH2:31][CH2:32][C:33]2[CH:38]=[CH:37][C:36]([OH:39])=[CH:35][CH:34]=2)[CH:28]=[CH:27][N:26]=[N:25]1. The catalyst is C1(C)C=CC=CC=1.[Br-].C([N+](CCCC)(CCCC)CCCC)CCC.S(=O)(=O)(O)O.CO.O.C1COCC1. The product is [F:1][C:2]([F:14])([F:15])[C:3]1[CH:4]=[CH:5][C:6](/[CH:9]=[CH:10]/[C:11]2[O:12][CH:17]=[C:18]([CH2:20][O:39][C:36]3[CH:35]=[CH:34][C:33]([CH2:32][CH2:31][CH2:30][CH2:29][N:24]4[CH:28]=[CH:27][N:26]=[N:25]4)=[CH:38][CH:37]=3)[N:13]=2)=[CH:7][CH:8]=1. The yield is 0.860. (3) The reactants are [H-].[Na+].[OH:3][CH2:4][CH2:5][N:6]1[CH2:10][CH2:9][CH2:8][C:7]1=[O:11].[NH:12]([C:19]1[N:20]([C:35]2[CH:40]=[CH:39][CH:38]=[CH:37][CH:36]=2)[C:21]2[C:26]([C:27](=[O:29])[CH:28]=1)=[C:25]([C:30]([F:33])([F:32])[F:31])[CH:24]=[C:23](Cl)[N:22]=2)[C:13]1[CH:18]=[CH:17][CH:16]=[CH:15][CH:14]=1. The catalyst is CN(C=O)C. The product is [NH:12]([C:19]1[N:20]([C:35]2[CH:40]=[CH:39][CH:38]=[CH:37][CH:36]=2)[C:21]2[C:26]([C:27](=[O:29])[CH:28]=1)=[C:25]([C:30]([F:33])([F:32])[F:31])[CH:24]=[C:23]([O:3][CH2:4][CH2:5][N:6]1[CH2:10][CH2:9][CH2:8][C:7]1=[O:11])[N:22]=2)[C:13]1[CH:14]=[CH:15][CH:16]=[CH:17][CH:18]=1. The yield is 0.640.